The task is: Regression. Given a peptide amino acid sequence and an MHC pseudo amino acid sequence, predict their binding affinity value. This is MHC class I binding data.. This data is from Peptide-MHC class I binding affinity with 185,985 pairs from IEDB/IMGT. The peptide sequence is PIPSSWAFGK. The MHC is HLA-A68:02 with pseudo-sequence HLA-A68:02. The binding affinity (normalized) is 0.